The task is: Predict the product of the given reaction.. This data is from Forward reaction prediction with 1.9M reactions from USPTO patents (1976-2016). (1) Given the reactants [NH2:1][C:2]1[C:7]([F:8])=[CH:6][C:5](O)=[C:4]([F:10])[CH:3]=1.CC(C)([O-])C.[K+].Cl[C:18]1[CH:23]=[CH:22][N:21]=[C:20]([C:24]([NH2:26])=[O:25])[CH:19]=1.[OH-].[Na+], predict the reaction product. The product is: [NH2:1][C:2]1[C:7]([F:8])=[CH:6][C:5]([C:18]2[CH:23]=[CH:22][N:21]=[C:20]([C:24]([NH2:26])=[O:25])[CH:19]=2)=[C:4]([F:10])[CH:3]=1. (2) Given the reactants Cl[CH2:2][CH2:3][O:4][C:5]1[C:13]2[C:8](=[N:9][CH:10]=[N:11][C:12]=2[NH:14][C:15]2[CH:20]=[CH:19][C:18]([O:21][C:22]3[CH:23]=[N:24][C:25]([CH3:28])=[CH:26][CH:27]=3)=[C:17]([Cl:29])[CH:16]=2)[NH:7][N:6]=1.[F:30][CH:31]1[CH2:36][CH2:35][NH:34][CH2:33][CH2:32]1, predict the reaction product. The product is: [Cl:29][C:17]1[CH:16]=[C:15]([NH:14][C:12]2[N:11]=[CH:10][N:9]=[C:8]3[NH:7][N:6]=[C:5]([O:4][CH2:3][CH2:2][N:34]4[CH2:35][CH2:36][CH:31]([F:30])[CH2:32][CH2:33]4)[C:13]=23)[CH:20]=[CH:19][C:18]=1[O:21][C:22]1[CH:23]=[N:24][C:25]([CH3:28])=[CH:26][CH:27]=1. (3) The product is: [C:1](=[O:26])([O:3][C@@H:4]([C:19]1[S:20][CH:21]=[C:22]([CH3:24])[N:23]=1)[CH:5]([C:15]([CH3:18])([CH3:17])[CH3:16])[C:6]1[C:14]2[C:9](=[CH:10][CH:11]=[CH:12][CH:13]=2)[NH:8][CH:7]=1)[NH2:2]. Given the reactants [C:1](=[O:26])([O:3][C@@H:4]([C:19]1[S:20][CH2:21][C:22](O)([CH3:24])[N:23]=1)[CH:5]([C:15]([CH3:18])([CH3:17])[CH3:16])[C:6]1[C:14]2[C:9](=[CH:10][CH:11]=[CH:12][CH:13]=2)[NH:8][CH:7]=1)[NH2:2].S([O-])([O-])(=O)=O.[Na+].[Na+], predict the reaction product. (4) Given the reactants Br[C:2]1[CH:3]=[CH:4][C:5]2[NH:11][C:10](=[O:12])[CH2:9][O:8][C:7]([C:18]3[O:19][CH:20]=[CH:21][CH:22]=3)([C:13]3[O:14][CH:15]=[CH:16][CH:17]=3)[C:6]=2[CH:23]=1.[C:24]([C:26]1[CH:27]=[C:28](B(O)O)[CH:29]=[C:30]([F:32])[CH:31]=1)#[N:25], predict the reaction product. The product is: [O:14]1[CH:15]=[CH:16][CH:17]=[C:13]1[C:7]1([C:18]2[O:19][CH:20]=[CH:21][CH:22]=2)[C:6]2[CH:23]=[C:2]([C:28]3[CH:27]=[C:26]([CH:31]=[C:30]([F:32])[CH:29]=3)[C:24]#[N:25])[CH:3]=[CH:4][C:5]=2[NH:11][C:10](=[O:12])[CH2:9][O:8]1. (5) Given the reactants [Br:1][C:2]1[C:3]([NH2:9])=[N:4][CH:5]=[C:6]([Br:8])[CH:7]=1.Cl[CH2:11][C:12](=O)[CH3:13], predict the reaction product. The product is: [Br:8][C:6]1[CH:7]=[C:2]([Br:1])[C:3]2[N:4]([CH:11]=[C:12]([CH3:13])[N:9]=2)[CH:5]=1. (6) Given the reactants [F:1][C:2]1[CH:3]=[CH:4][C:5]([SH:11])=[C:6]([CH:10]=1)[C:7]([OH:9])=[O:8].SC1C=CC=CC=1C(O)=O.Br[C:23]1[CH:31]=[C:30]([F:32])[C:29]([F:33])=[CH:28][C:24]=1[C:25]([OH:27])=[O:26], predict the reaction product. The product is: [C:7]([C:6]1[CH:10]=[C:2]([F:1])[CH:3]=[CH:4][C:5]=1[S:11][C:23]1[CH:31]=[C:30]([F:32])[C:29]([F:33])=[CH:28][C:24]=1[C:25]([OH:27])=[O:26])([OH:9])=[O:8]. (7) Given the reactants [CH2:1]([O:8][C:9]1[CH:14]=[C:13]([F:15])[CH:12]=[CH:11][C:10]=1[C:16](=[O:31])[CH2:17][N:18]1[CH2:23][CH2:22][N:21]([C:24]([O:26][C:27]([CH3:30])([CH3:29])[CH3:28])=[O:25])[CH2:20][CH2:19]1)[C:2]1[CH:7]=[CH:6][CH:5]=[CH:4][CH:3]=1, predict the reaction product. The product is: [C:27]([O:26][C:24]([N:21]1[CH2:22][CH2:23][N:18]([C:17]([C:16](=[O:31])[C:10]2[CH:11]=[CH:12][C:13]([F:15])=[CH:14][C:9]=2[O:8][CH2:1][C:2]2[CH:7]=[CH:6][CH:5]=[CH:4][CH:3]=2)=[CH:17][N:18]([CH3:23])[CH3:19])[CH2:19][CH2:20]1)=[O:25])([CH3:28])([CH3:30])[CH3:29]. (8) Given the reactants C[O:2][C:3](=[O:21])[CH2:4][N:5]1[C:13]2[C:8](=[CH:9][CH:10]=[C:11]([Cl:14])[CH:12]=2)[C:7]([C:15](=[O:20])[C:16]([F:19])([F:18])[F:17])=[CH:6]1.O[Li].O.Cl, predict the reaction product. The product is: [Cl:14][C:11]1[CH:12]=[C:13]2[C:8]([C:7]([C:15](=[O:20])[C:16]([F:17])([F:18])[F:19])=[CH:6][N:5]2[CH2:4][C:3]([OH:21])=[O:2])=[CH:9][CH:10]=1.